This data is from Peptide-MHC class II binding affinity with 134,281 pairs from IEDB. The task is: Regression. Given a peptide amino acid sequence and an MHC pseudo amino acid sequence, predict their binding affinity value. This is MHC class II binding data. (1) The peptide sequence is SGRVTRDSRRLRRIC. The MHC is DRB1_0802 with pseudo-sequence DRB1_0802. The binding affinity (normalized) is 0.359. (2) The peptide sequence is EQISVLRKAFDAFDR. The MHC is HLA-DQA10102-DQB10602 with pseudo-sequence HLA-DQA10102-DQB10602. The binding affinity (normalized) is 0.611. (3) The peptide sequence is GFGMLLRKYGIAAENVIDVK. The MHC is HLA-DPA10301-DPB10402 with pseudo-sequence HLA-DPA10301-DPB10402. The binding affinity (normalized) is 0.688. (4) The peptide sequence is NMNIKLKMPLYVAGH. The MHC is HLA-DPA10201-DPB11401 with pseudo-sequence HLA-DPA10201-DPB11401. The binding affinity (normalized) is 0.187. (5) The peptide sequence is EEWEPLTKKGNVWEV. The MHC is DRB1_1501 with pseudo-sequence DRB1_1501. The binding affinity (normalized) is 0.0263. (6) The peptide sequence is DMGFDAAALAPEHQP. The MHC is HLA-DPA10201-DPB10501 with pseudo-sequence HLA-DPA10201-DPB10501. The binding affinity (normalized) is 0. (7) The peptide sequence is KIAPKSENVVVTVKLIGD. The MHC is DRB1_0406 with pseudo-sequence QEFFIASGAAVDAIMEVHFDYYDLQRETYHVVFT. The binding affinity (normalized) is 0.